This data is from Forward reaction prediction with 1.9M reactions from USPTO patents (1976-2016). The task is: Predict the product of the given reaction. (1) Given the reactants [CH:1]1([N:7]([CH2:25][CH:26]2[CH2:28][CH2:27]2)[C:8]2[N:13]=[CH:12][N:11]=[C:10]([C:14]([NH:16][C:17]3[CH:22]=[CH:21][C:20]([CH:23]=O)=[CH:19][CH:18]=3)=[O:15])[CH:9]=2)[CH2:6][CH2:5][CH2:4][CH2:3][CH2:2]1.Cl.[CH3:30][O:31][C:32](=[O:37])[CH:33]([NH2:36])[CH2:34][CH3:35], predict the reaction product. The product is: [CH:1]1([N:7]([CH2:25][CH:26]2[CH2:27][CH2:28]2)[C:8]2[N:13]=[CH:12][N:11]=[C:10]([C:14]([NH:16][C:17]3[CH:18]=[CH:19][C:20]([CH2:23][NH:36][CH:33]([CH2:34][CH3:35])[C:32]([O:31][CH3:30])=[O:37])=[CH:21][CH:22]=3)=[O:15])[CH:9]=2)[CH2:6][CH2:5][CH2:4][CH2:3][CH2:2]1. (2) Given the reactants Cl[CH2:2][C:3]([NH:5][NH:6][C:7](=[O:12])[C:8]([CH3:11])([CH3:10])[CH3:9])=[O:4].C(=O)(O)[O-].[Na+], predict the reaction product. The product is: [C:8]([C:7]1[O:12][CH2:2][C:3](=[O:4])[NH:5][N:6]=1)([CH3:11])([CH3:10])[CH3:9]. (3) Given the reactants [CH3:1][C:2]1[C:7]([CH2:8][OH:9])=[CH:6][CH:5]=[C:4]([C:10]2[CH:15]=[CH:14][CH:13]=[C:12]([C:16]([F:19])([F:18])[F:17])[CH:11]=2)[N:3]=1.CC(C1C=CC=C(C(F)(F)F)C=1)=O, predict the reaction product. The product is: [CH3:1][C:2]1[C:7]([CH:8]=[O:9])=[CH:6][CH:5]=[C:4]([C:10]2[CH:15]=[CH:14][CH:13]=[C:12]([C:16]([F:18])([F:17])[F:19])[CH:11]=2)[N:3]=1. (4) Given the reactants [Cl:1][C:2]1[CH:3]=[C:4]2[C:9](=[CH:10][C:11]=1[C:12](O)=[O:13])[N:8]=[CH:7][N:6]=[C:5]2[NH:15][CH:16]([C:18]1[NH:22][C:21]2[CH:23]=[CH:24][C:25]([Cl:27])=[CH:26][C:20]=2[N:19]=1)[CH3:17].FC1C(OC(N(C)C)=[N+](C)C)=C(F)C(F)=C(F)C=1F.F[P-](F)(F)(F)(F)F.C(N(C(C)C)CC)(C)C.[NH:63]1[CH2:68][CH2:67][CH2:66][CH2:65][CH2:64]1, predict the reaction product. The product is: [Cl:1][C:2]1[CH:3]=[C:4]2[C:9](=[CH:10][C:11]=1[C:12]([N:63]1[CH2:68][CH2:67][CH2:66][CH2:65][CH2:64]1)=[O:13])[N:8]=[CH:7][N:6]=[C:5]2[NH:15][CH:16]([C:18]1[NH:22][C:21]2[CH:23]=[CH:24][C:25]([Cl:27])=[CH:26][C:20]=2[N:19]=1)[CH3:17]. (5) Given the reactants [O:1]=[C:2]1[N:8]([CH:9]2[CH2:14][CH2:13][N:12]([C:15]([O:17][C@@H:18]([C:32](O)=[O:33])[CH2:19][C:20]3[CH:30]=[C:29]([CH3:31])[C:23]4[NH:24][C:25]([O:27][CH3:28])=[N:26][C:22]=4[CH:21]=3)=[O:16])[CH2:11][CH2:10]2)[CH2:7][CH2:6][C:5]2[CH:35]=[CH:36][CH:37]=[CH:38][C:4]=2[NH:3]1.[CH3:39][C:40]1([CH3:52])[CH2:45][CH2:44][N:43]([CH:46]2[CH2:51][CH2:50][NH:49][CH2:48][CH2:47]2)[CH2:42][CH2:41]1.C(N(CC)CC)C, predict the reaction product. The product is: [O:1]=[C:2]1[N:8]([CH:9]2[CH2:10][CH2:11][N:12]([C:15]([O:17][C@H:18]([CH2:19][C:20]3[CH:30]=[C:29]([CH3:31])[C:23]4[NH:24][C:25]([O:27][CH3:28])=[N:26][C:22]=4[CH:21]=3)[C:32]([N:49]3[CH2:50][CH2:51][CH:46]([N:43]4[CH2:44][CH2:45][C:40]([CH3:52])([CH3:39])[CH2:41][CH2:42]4)[CH2:47][CH2:48]3)=[O:33])=[O:16])[CH2:13][CH2:14]2)[CH2:7][CH2:6][C:5]2[CH:35]=[CH:36][CH:37]=[CH:38][C:4]=2[NH:3]1. (6) Given the reactants [F:1][C:2]1[CH:22]=[CH:21][CH:20]=[CH:19][C:3]=1[C:4]([C:6]1[C:13]([N+:14]([O-:16])=[O:15])=[C:12]([OH:17])[C:11]([OH:18])=[CH:10][C:7]=1[C:8]#[N:9])=[O:5].[C:23](Cl)(=[O:27])[O:24][CH2:25][CH3:26].CN(C)C=O.O, predict the reaction product. The product is: [CH2:25]([O:24][C:23]([O:18][C:11]1[C:12]([OH:17])=[C:13]([N+:14]([O-:16])=[O:15])[C:6]([C:4](=[O:5])[C:3]2[CH:19]=[CH:20][CH:21]=[CH:22][C:2]=2[F:1])=[C:7]([CH:10]=1)[C:8]#[N:9])=[O:27])[CH3:26].